From a dataset of Catalyst prediction with 721,799 reactions and 888 catalyst types from USPTO. Predict which catalyst facilitates the given reaction. (1) Reactant: [CH2:1]([C@@:4]1([C:27]2[CH:32]=[CH:31][CH:30]=[CH:29][CH:28]=2)[O:9][C:8](=[O:10])[N:7]([C@H:11]([C:13]2[CH:18]=[CH:17][C:16]([C:19]3[CH:24]=[CH:23][C:22]([F:25])=[CH:21][C:20]=3[F:26])=[CH:15][CH:14]=2)[CH3:12])[CH2:6][CH2:5]1)[CH:2]=[CH2:3].B1C2CCCC1CCC2.[OH-].[Na+].OO. Product: [F:26][C:20]1[CH:21]=[C:22]([F:25])[CH:23]=[CH:24][C:19]=1[C:16]1[CH:17]=[CH:18][C:13]([C@@H:11]([N:7]2[CH2:6][CH2:5][C@@:4]([C:27]3[CH:32]=[CH:31][CH:30]=[CH:29][CH:28]=3)([CH2:1][CH2:2][CH3:3])[O:9][C:8]2=[O:10])[CH3:12])=[CH:14][CH:15]=1. The catalyst class is: 1. (2) Reactant: [NH2:1][C:2]1[C:10]([Cl:11])=[CH:9][C:8]([Cl:12])=[CH:7][C:3]=1[C:4]([OH:6])=O.N1[CH:17]=[CH:16]N=C1.C(Cl)(=O)C.Cl.[NH2:23][CH:24]1[CH2:29][CH2:28][C:27](=[O:30])[NH:26][C:25]1=[O:31].P(OC1C=CC=CC=1)(OC1C=CC=CC=1)OC1C=CC=CC=1. Product: [Cl:12][C:8]1[CH:7]=[C:3]2[C:2](=[C:10]([Cl:11])[CH:9]=1)[N:1]=[C:16]([CH3:17])[N:23]([CH:24]1[CH2:29][CH2:28][C:27](=[O:30])[NH:26][C:25]1=[O:31])[C:4]2=[O:6]. The catalyst class is: 10. (3) Reactant: Cl[C:2]1[C:3]2[CH2:11][N:10]([C:12]3[CH:19]=[CH:18][C:17]([CH3:20])=[CH:16][C:13]=3[C:14]#[N:15])[CH2:9][CH2:8][C:4]=2[N:5]=[CH:6][N:7]=1.[NH2:21][C@@H:22]([C:25]1[CH:26]=[N:27][C:28]([C:31]([F:34])([F:33])[F:32])=[CH:29][CH:30]=1)[CH2:23][OH:24].C(N(CC)C(C)C)(C)C. Product: [OH:24][CH2:23][C@@H:22]([NH:21][C:2]1[C:3]2[CH2:11][N:10]([C:12]3[CH:19]=[CH:18][C:17]([CH3:20])=[CH:16][C:13]=3[C:14]#[N:15])[CH2:9][CH2:8][C:4]=2[N:5]=[CH:6][N:7]=1)[C:25]1[CH:26]=[N:27][C:28]([C:31]([F:32])([F:33])[F:34])=[CH:29][CH:30]=1. The catalyst class is: 10. (4) Reactant: C(OC([NH:11][C@@H:12]([CH2:23][CH2:24][C:25]([NH:27][CH2:28][CH2:29][O:30][C@H:31]1[O:50][C@H:49]([CH2:51][O:52][C@H:53]2[O:61][C@H:60]([CH2:62][OH:63])[C@@H:58]([OH:59])[C@H:56]([OH:57])[C@@H:54]2[OH:55])[C@@H:47]([OH:48])[C@H:34]([O:35][C@H:36]2[O:44][C@H:43]([CH2:45][OH:46])[C@@H:41]([OH:42])[C@H:39]([OH:40])[C@@H:37]2[OH:38])[C@@H:32]1[OH:33])=[O:26])[C:13]([O:15]CC1C=CC=CC=1)=[O:14])=O)C1C=CC=CC=1. Product: [NH2:11][C@@H:12]([CH2:23][CH2:24][C:25]([NH:27][CH2:28][CH2:29][O:30][C@H:31]1[O:50][C@H:49]([CH2:51][O:52][C@H:53]2[O:61][C@H:60]([CH2:62][OH:63])[C@@H:58]([OH:59])[C@H:56]([OH:57])[C@@H:54]2[OH:55])[C@@H:47]([OH:48])[C@H:34]([O:35][C@H:36]2[O:44][C@H:43]([CH2:45][OH:46])[C@@H:41]([OH:42])[C@H:39]([OH:40])[C@@H:37]2[OH:38])[C@@H:32]1[OH:33])=[O:26])[C:13]([OH:15])=[O:14]. The catalyst class is: 522. (5) Reactant: Br[C:2]1[CH:7]=[C:6]([F:8])[CH:5]=[C:4]([O:9][CH2:10][CH:11]2[CH2:16][CH2:15][CH2:14][CH2:13][CH2:12]2)[CH:3]=1.[CH2:17]([NH:20][C:21](=[O:26])[C:22]([F:25])([F:24])[F:23])[CH:18]=[CH2:19]. Product: [CH:11]1([CH2:10][O:9][C:4]2[CH:3]=[C:2](/[CH:19]=[CH:18]/[CH2:17][NH:20][C:21](=[O:26])[C:22]([F:25])([F:24])[F:23])[CH:7]=[C:6]([F:8])[CH:5]=2)[CH2:16][CH2:15][CH2:14][CH2:13][CH2:12]1. The catalyst class is: 3. (6) Reactant: [F:1][C:2]1[CH:7]=[C:6]([F:8])[CH:5]=[CH:4][C:3]=1[N:9]1[C:17]2[C@H:16]3[CH2:18][C@H:13]([CH2:14][CH2:15]3)[C:12]=2[C:11]([C:19]([O:21][CH3:22])=[NH:20])=[N:10]1.[C:23](Cl)(=[O:28])[C:24]([CH3:27])([CH3:26])[CH3:25].CCN(CC)CC. Product: [F:1][C:2]1[CH:7]=[C:6]([F:8])[CH:5]=[CH:4][C:3]=1[N:9]1[C:17]2[C@H:16]3[CH2:18][C@H:13]([CH2:14][CH2:15]3)[C:12]=2[C:11]([C:19](=[N:20][C:23](=[O:28])[C:24]([CH3:27])([CH3:26])[CH3:25])[O:21][CH3:22])=[N:10]1. The catalyst class is: 11.